This data is from TAP: 5 developability metrics (CDR length, charge patches, hydrophobicity). The task is: Multi-output Regression. Predict 5 antibody developability metrics. (1) Developability metrics: CDR_Length=45.0, PSH=124, PPC=0.0787, PNC=0, SFvCSP=6.20. The antibody is ["['EVQLVQSGGGLVKPGGSLRLSCAASGFTFSSFAMHWVRQAPGKGLEWISVIDTRGATYYADSVKGRFTISRDNAKNSLYLQMNSLRAEDTAVYYCARLGNFYYGMDVWGQGTTVTVSS'\\n 'EIVLTQSPGTLSVSPGERATLSCRASQSIGSSLHWYQQKPGQAPRLLIKYASQSLSGIPDRFSGSGSGTDFTLTISRLEPEDFAVYYCHQSSRLPHTFGQGTKVEIK']"]. (2) The antibody is ["['EEQLVESGGGLVKPGGSLRLSCAASGFSFSDCRMYWLRQAPGKGLEWIGVISVKSENYGANYAESVRGRFTISRDDSKNTVYLQMNSLKTEDTAVYYCSASYYRYDVGAWFAYWGQGTLVTVSS'\\n 'DIVMTQSPDSLAVSLGERATINCRASKSVSTSGYSYIYWYQQKPGQPPKLLIYLASILESGVPDRFSGSGSGTDFTLTISSLQAEDVAVYYCQHSRELPWTFGQGTKVEIK']"]. Developability metrics: CDR_Length=55.0, PSH=155, PPC=0.184, PNC=0.333, SFvCSP=0. (3) The antibody is ["['QVQLVQSGAEVKRPGASVKVSCKASGYTFTNDIIHWVRQAPGQRLEWMGWINAGYGNTQYSQNFQDRVSITRDTSASTAYMELISLRSEDTAVYYCAREPLWFGESSPHDYYGMDVWGQGTTVTVSS'\\n 'AIQLTQSPSSLSASVGDRVTITCRASQGISSALAWYQQKPGKAPKLLIYDASSLESGVPSRFSGSGSGTDFTLTISSLQPEDFATYYCQQFNSYPLTFGGGTKVEIK']"]. Developability metrics: CDR_Length=54.0, PSH=137, PPC=0.00790, PNC=0.341, SFvCSP=0.400. (4) The antibody is ["['EVQLVESGGGLVQPGGSLRLSCAASGFSFSDFAMSWVRQAPGKGLEWVATIGRVAFHTYYPDSMKGRFTISRDNSKNTLYLQMNSLRAEDTAVYYCARHRGFDVGHFDFWGQGTLVTVSS'\\n 'DIQMTQSPSSLSASVGDRVTITCRSSETLVHSSGNTYLEWYQQKPGKAPKLLIYRVSNRFSGVPSRFSGSGSGTDFTLTISSLQPEDFATYYCFQGSFNPLTFGQGTKVEIK']"]. Developability metrics: CDR_Length=52.0, PSH=130, PPC=0.500, PNC=0.0618, SFvCSP=9.02. (5) The antibody is ["['QVQLQESGPGLVKPSQTLSLTCTVSGGSISSGDYYWSWIRQPPGKGLEWIGYIYYSGSTDYNPSLKSRVTMSVDTSKNQFSLKVNSVTAADTAVYYCARVSIFGVGTFDYWGQGTLVTVSS'\\n 'EIVMTQSPATLSLSPGERATLSCRASQSVSSYLAWYQQKPGQAPRLLIYDASNRATGIPARFSGSGSGTDFTLTISSLEPEDFAVYYCHQYGSTPLTFGGGTKAEIK']"]. Developability metrics: CDR_Length=48.0, PSH=150, PPC=0, PNC=0, SFvCSP=2.20. (6) The antibody is ["['QVQLQQSGAELVKPGASVKLSCKASGYTFTSYDINWVRQRPEQGLEWIGWIFPGDGSTKYNEKFKGKATLTTDKSSSTAYMQLSRLTSEDSAVYFCAREDYYDNSYYFDYWGQGTTLTVSS'\\n 'DIQMTQTTSSLSASLGDRVTISCRASQDISNYLNWYQQKPDGTVKLLIYYTSRLHSGVPSRFSGSGSGTDYSLTISNLEQEDIATYFCQQGNTLPWTFGGGTKLEIK']"]. Developability metrics: CDR_Length=48.0, PSH=107, PPC=0.0160, PNC=0.302, SFvCSP=-0.100. (7) The antibody is ["['EVQLVESGGGLVQPGGSLRLSCAASGFTFISYAMSWVRQAPGKGLEWVASISSGGNTYYPDSVKGRFTISRDNAKNSLYLQMNSLRAEDTAVYYCARLDGYYFGFAYWGQGTLVTVSS'\\n 'DIQMTQSPSSLSASVGDRVTITCKASESVDNYGKSLMHWYQQKPGKAPKLLIYRASNLESGVPSRFSGSGSGTDFTLTISSLQPEDFATYYCQQSNEDPWTFGGGTKVEIK']"]. Developability metrics: CDR_Length=49.0, PSH=127, PPC=0.0997, PNC=1.91, SFvCSP=0. (8) The antibody is ["['EVQLVESGGGLVQPGGSLRLSCAASGFTFSRYSMSWVRQAPGKGLELVAQINSVGNSTYYPDTVKGRFTISRDNAKNTLYLQMNSLRAEDTAVYYCASGDYWGQGTLVTVSS'\\n 'DVVMTQSPLSLPVTLGQPASISCRSSQSLIYSDGNAYLHWFLQKPGQSPRLLIYKVSNRFSGVPDRFSGSGSGTDFTLKISRVEAEDVGVYYCSQSTHVPWTFGQGTKVEIK']"]. Developability metrics: CDR_Length=44.0, PSH=112, PPC=0.0608, PNC=0, SFvCSP=8.40.